Dataset: HIV replication inhibition screening data with 41,000+ compounds from the AIDS Antiviral Screen. Task: Binary Classification. Given a drug SMILES string, predict its activity (active/inactive) in a high-throughput screening assay against a specified biological target. (1) The compound is C1Cn2nnnc2N1. The result is 0 (inactive). (2) The drug is C[CH+][Mo+2]1234(C#[O+])(C#[O+])([PH](Oc5ccccc5)(Oc5ccccc5)Oc5ccccc5)C5=C1[C+]2C3=C54. The result is 0 (inactive). (3) The result is 0 (inactive). The molecule is O=C(OCc1ccccc1)C1(N2CN(C3(C(=O)OCc4ccccc4)CCCC3)CN(C3(C(=O)OCc4ccccc4)CCCC3)C2)CCCC1. (4) The result is 0 (inactive). The molecule is C#CC(O)Cc1ccc(OC)c2occc12. (5) The compound is CC1=CC(c2ccccc2)OP1(=O)c1ccccc1. The result is 0 (inactive). (6) The molecule is Oc1ncnc2[nH]ncc12. The result is 0 (inactive). (7) The molecule is O=C(CCCN1CC=C(n2c(=O)[nH]c3ccccc32)CC1)c1cccs1. The result is 0 (inactive). (8) The drug is CN1C(=O)C(Cl)(C#N)C(c2ccccc2)N(C)C1c1ccccc1. The result is 0 (inactive).